This data is from HIV replication inhibition screening data with 41,000+ compounds from the AIDS Antiviral Screen. The task is: Binary Classification. Given a drug SMILES string, predict its activity (active/inactive) in a high-throughput screening assay against a specified biological target. (1) The drug is COc1cc(Br)c(CCC#N)cc1OC. The result is 0 (inactive). (2) The molecule is COc1ccc2c(c1)CCC(OS(=O)(=O)CC13CCC(CC1=O)C3(C)C)C2=O. The result is 0 (inactive). (3) The drug is CCCc1cc(=O)oc2c3c(cc(OC(C)C)c12)OC(C)C(C)C3=O. The result is 1 (active).